From a dataset of Peptide-MHC class II binding affinity with 134,281 pairs from IEDB. Regression. Given a peptide amino acid sequence and an MHC pseudo amino acid sequence, predict their binding affinity value. This is MHC class II binding data. (1) The peptide sequence is EKKYFAATQKEPLAA. The MHC is HLA-DPA10201-DPB10101 with pseudo-sequence HLA-DPA10201-DPB10101. The binding affinity (normalized) is 0.682. (2) The peptide sequence is RETYLMCLSPLMANL. The MHC is DRB1_1501 with pseudo-sequence DRB1_1501. The binding affinity (normalized) is 0.596. (3) The peptide sequence is GQHTLPRCWLIRNGS. The MHC is DRB1_1501 with pseudo-sequence DRB1_1501. The binding affinity (normalized) is 0.327. (4) The peptide sequence is IDTLKKNENIKEL. The MHC is DRB5_0101 with pseudo-sequence DRB5_0101. The binding affinity (normalized) is 0.192. (5) The peptide sequence is GDGKISLSELTDALR. The MHC is DRB1_0405 with pseudo-sequence DRB1_0405. The binding affinity (normalized) is 0.292.